Regression. Given two drug SMILES strings and cell line genomic features, predict the synergy score measuring deviation from expected non-interaction effect. From a dataset of NCI-60 drug combinations with 297,098 pairs across 59 cell lines. (1) Drug 1: C1=CC(=CC=C1CCCC(=O)O)N(CCCl)CCCl. Drug 2: CS(=O)(=O)CCNCC1=CC=C(O1)C2=CC3=C(C=C2)N=CN=C3NC4=CC(=C(C=C4)OCC5=CC(=CC=C5)F)Cl. Cell line: HCT116. Synergy scores: CSS=41.7, Synergy_ZIP=0.354, Synergy_Bliss=1.46, Synergy_Loewe=0.787, Synergy_HSA=0.990. (2) Drug 1: CC12CCC3C(C1CCC2O)C(CC4=C3C=CC(=C4)O)CCCCCCCCCS(=O)CCCC(C(F)(F)F)(F)F. Drug 2: C1CC(=O)NC(=O)C1N2C(=O)C3=CC=CC=C3C2=O. Cell line: HS 578T. Synergy scores: CSS=-3.39, Synergy_ZIP=0.294, Synergy_Bliss=-2.87, Synergy_Loewe=-1.21, Synergy_HSA=-4.27. (3) Drug 1: C1=CC(=CC=C1CC(C(=O)O)N)N(CCCl)CCCl.Cl. Drug 2: CCC1(C2=C(COC1=O)C(=O)N3CC4=CC5=C(C=CC(=C5CN(C)C)O)N=C4C3=C2)O.Cl. Cell line: MDA-MB-231. Synergy scores: CSS=16.3, Synergy_ZIP=-9.30, Synergy_Bliss=-9.22, Synergy_Loewe=-28.3, Synergy_HSA=-7.58. (4) Drug 1: CC1C(C(=O)NC(C(=O)N2CCCC2C(=O)N(CC(=O)N(C(C(=O)O1)C(C)C)C)C)C(C)C)NC(=O)C3=C4C(=C(C=C3)C)OC5=C(C(=O)C(=C(C5=N4)C(=O)NC6C(OC(=O)C(N(C(=O)CN(C(=O)C7CCCN7C(=O)C(NC6=O)C(C)C)C)C)C(C)C)C)N)C. Drug 2: COC1=NC(=NC2=C1N=CN2C3C(C(C(O3)CO)O)O)N. Cell line: NCI-H322M. Synergy scores: CSS=-5.80, Synergy_ZIP=1.40, Synergy_Bliss=-2.88, Synergy_Loewe=-3.69, Synergy_HSA=-5.75.